The task is: Predict the product of the given reaction.. This data is from Forward reaction prediction with 1.9M reactions from USPTO patents (1976-2016). (1) The product is: [C:21]1([CH2:27][CH2:28][CH2:29][CH2:30][NH:31][C:18]([C:4]2[NH:5][C:6]([CH:7]=[C:8]3[C:16]4[C:11](=[CH:12][CH:13]=[CH:14][CH:15]=4)[NH:10][C:9]3=[O:17])=[C:2]([CH3:1])[CH:3]=2)=[O:20])[CH:26]=[CH:25][CH:24]=[CH:23][CH:22]=1. Given the reactants [CH3:1][C:2]1[CH:3]=[C:4]([C:18]([OH:20])=O)[NH:5][C:6]=1[CH:7]=[C:8]1[C:16]2[C:11](=[CH:12][CH:13]=[CH:14][CH:15]=2)[NH:10][C:9]1=[O:17].[C:21]1([CH2:27][CH2:28][CH2:29][CH2:30][NH2:31])[CH:26]=[CH:25][CH:24]=[CH:23][CH:22]=1.CCN(CC)CC, predict the reaction product. (2) Given the reactants [F:1][C:2]([F:19])([CH3:18])[CH2:3][N:4]1[CH2:10][CH2:9][C:8]2[CH:11]=[C:12]([NH2:17])[C:13]([O:15][CH3:16])=[CH:14][C:7]=2[CH2:6][CH2:5]1.Cl[C:21]1[N:26]=[C:25]([NH:27][C@@H:28]2[C@@H:33]3[CH2:34][C@@H:30]([CH:31]=[CH:32]3)[C@@H:29]2[C:35]([NH2:37])=[O:36])[C:24]([Cl:38])=[CH:23][N:22]=1, predict the reaction product. The product is: [Cl:38][C:24]1[C:25]([NH:27][C@@H:28]2[C@@H:33]3[CH2:34][C@@H:30]([CH:31]=[CH:32]3)[C@@H:29]2[C:35]([NH2:37])=[O:36])=[N:26][C:21]([NH:17][C:12]2[C:13]([O:15][CH3:16])=[CH:14][C:7]3[CH2:6][CH2:5][N:4]([CH2:3][C:2]([F:1])([F:19])[CH3:18])[CH2:10][CH2:9][C:8]=3[CH:11]=2)=[N:22][CH:23]=1. (3) Given the reactants [F:1][C:2]1[C:22]([F:23])=[C:21]([Si](C)(C)C)[CH:20]=[C:19]([CH3:28])[C:3]=1[C:4]([C@@H:6]1[CH2:11][CH2:10][CH2:9][N:8]([C:12]([O:14][C:15]([CH3:18])([CH3:17])[CH3:16])=[O:13])[CH2:7]1)=[O:5].CCN(CC)CC.C(O)=O, predict the reaction product. The product is: [F:1][C:2]1[C:22]([F:23])=[CH:21][CH:20]=[C:19]([CH3:28])[C:3]=1[C:4]([C@@H:6]1[CH2:11][CH2:10][CH2:9][N:8]([C:12]([O:14][C:15]([CH3:17])([CH3:18])[CH3:16])=[O:13])[CH2:7]1)=[O:5]. (4) Given the reactants [NH2:1][C:2]1[CH:3]=[C:4]2[C:20](=[O:21])[NH:19][N:18]=[CH:17][C:6]3=[C:7]([C:11]4[CH:16]=[CH:15][CH:14]=[CH:13][CH:12]=4)[NH:8][C:9]([CH:10]=1)=[C:5]23.[C:22]([N:25]1[CH2:30][CH2:29][CH:28]([C:31](O)=[O:32])[CH2:27][CH2:26]1)(=[O:24])[CH3:23].C(N(CC)CC)C.F[P-](F)(F)(F)(F)F.N1(OC(N(C)C)=[N+](C)C)C2N=CC=CC=2N=N1, predict the reaction product. The product is: [C:22]([N:25]1[CH2:26][CH2:27][CH:28]([C:31]([NH:1][C:2]2[CH:3]=[C:4]3[C:20](=[O:21])[NH:19][N:18]=[CH:17][C:6]4=[C:7]([C:11]5[CH:12]=[CH:13][CH:14]=[CH:15][CH:16]=5)[NH:8][C:9]([CH:10]=2)=[C:5]34)=[O:32])[CH2:29][CH2:30]1)(=[O:24])[CH3:23].